This data is from Reaction yield outcomes from USPTO patents with 853,638 reactions. The task is: Predict the reaction yield, written as a fraction of the theoretical maximum amount of product (1.0 means a 100% yield; for example, 0.34 means a 34% yield). (1) The yield is 0.301. The product is [CH:8]1([N:12]2[CH2:17][CH2:16][NH:15][CH2:14][CH2:13]2)[CH2:11][CH2:10][CH2:9]1. The reactants are FC(F)(F)C(O)=O.[CH:8]1([N:12]2[CH2:17][CH2:16][N:15](C(OC(C)(C)C)=O)[CH2:14][CH2:13]2)[CH2:11][CH2:10][CH2:9]1. The catalyst is C(Cl)Cl. (2) The reactants are [CH3:1][C:2]1(C)[C:6](C)(C)OB(C(C)=C)O1.C(=O)([O-])[O-].[Na+].[Na+].Br[C:20]1[C:21]([N:42]2[CH2:47][CH2:46][CH2:45][C@@H:44]([NH:48][C:49]([O:51][C:52]([CH3:55])([CH3:54])[CH3:53])=[O:50])[CH2:43]2)=[C:22]2[C:28]([NH:29][C:30]([CH:32]3[CH2:34][CH2:33]3)=[O:31])=[CH:27][N:26](C(OC(C)(C)C)=O)[C:23]2=[N:24][CH:25]=1. The catalyst is O1CCOCC1.[Pd].C1(P(C2C=CC=CC=2)C2C=CC=CC=2)C=CC=CC=1.C1(P(C2C=CC=CC=2)C2C=CC=CC=2)C=CC=CC=1.C1(P(C2C=CC=CC=2)C2C=CC=CC=2)C=CC=CC=1.C1(P(C2C=CC=CC=2)C2C=CC=CC=2)C=CC=CC=1. The product is [CH:32]1([C:30]([NH:29][C:28]2[C:22]3[C:23](=[N:24][CH:25]=[C:20]([C:2]([CH3:6])=[CH2:1])[C:21]=3[N:42]3[CH2:47][CH2:46][CH2:45][C@@H:44]([NH:48][C:49](=[O:50])[O:51][C:52]([CH3:53])([CH3:55])[CH3:54])[CH2:43]3)[NH:26][CH:27]=2)=[O:31])[CH2:34][CH2:33]1. The yield is 0.620.